Dataset: Peptide-MHC class I binding affinity with 185,985 pairs from IEDB/IMGT. Task: Regression. Given a peptide amino acid sequence and an MHC pseudo amino acid sequence, predict their binding affinity value. This is MHC class I binding data. The binding affinity (normalized) is 0.936. The peptide sequence is FLLDGGAPF. The MHC is HLA-A02:01 with pseudo-sequence HLA-A02:01.